This data is from Full USPTO retrosynthesis dataset with 1.9M reactions from patents (1976-2016). The task is: Predict the reactants needed to synthesize the given product. (1) Given the product [Br:13][CH:4]([C:3](=[O:10])[C:2]([F:11])([F:12])[F:1])[C:5]([O:7][CH2:8][CH3:9])=[O:6], predict the reactants needed to synthesize it. The reactants are: [F:1][C:2]([F:12])([F:11])[C:3](=[O:10])[CH2:4][C:5]([O:7][CH2:8][CH3:9])=[O:6].[Br:13]Br. (2) Given the product [I:16][C:13]1[CH:12]=[CH:11][C:10]([C:4]([O:3][CH3:21])=[C:5]([C:6]#[N:7])[C:8]#[N:9])=[CH:15][CH:14]=1, predict the reactants needed to synthesize it. The reactants are: [H-].[Na+].[OH:3][C:4]([C:10]1[CH:15]=[CH:14][C:13]([I:16])=[CH:12][CH:11]=1)=[C:5]([C:8]#[N:9])[C:6]#[N:7].S(OC)(O[CH3:21])(=O)=O. (3) Given the product [Cl:1][CH:2]([Cl:6])[C:3](=[O:4])/[C:13](/[Cl:14])=[CH:12]/[Cl:11], predict the reactants needed to synthesize it. The reactants are: [Cl:1][CH:2]([Cl:6])[C:3](Cl)=[O:4].[Al+3].[Cl-].[Cl-].[Cl-].[Cl:11][CH:12]=[CH:13][Cl:14]. (4) Given the product [F:15][C:16]([F:21])([F:20])[C:17]([OH:19])=[O:18].[NH2:7][C:8]([CH3:10])([CH3:9])[C:11]([NH2:12])=[O:13], predict the reactants needed to synthesize it. The reactants are: C(OC(=O)[NH:7][C:8]([C:11](=[O:13])[NH2:12])([CH3:10])[CH3:9])(C)(C)C.[F:15][C:16]([F:21])([F:20])[C:17]([OH:19])=[O:18]. (5) Given the product [Cl:1][C:2]1[CH:7]=[C:6]([Cl:8])[CH:5]=[CH:4][C:3]=1[C:9]1[C:17]2[O:16][CH:15]([CH2:18][NH2:19])[CH2:14][C:13]=2[CH:12]=[CH:11][CH:10]=1, predict the reactants needed to synthesize it. The reactants are: [Cl:1][C:2]1[CH:7]=[C:6]([Cl:8])[CH:5]=[CH:4][C:3]=1[C:9]1[C:17]2[O:16][CH:15]([CH2:18][NH:19]C(=O)OCC3C=CC=CC=3)[CH2:14][C:13]=2[CH:12]=[CH:11][CH:10]=1.I[Si](C)(C)C.